Predict the reactants needed to synthesize the given product. From a dataset of Full USPTO retrosynthesis dataset with 1.9M reactions from patents (1976-2016). (1) Given the product [CH3:28][C:29]1([CH3:38])[CH2:34][N:33]([C:23]([C:19]2[N:18]=[C:17]([N:14]3[CH2:15][CH2:16][CH:11]([N:3]4[C:4]5[C:5](=[N:6][CH:7]=[CH:8][CH:9]=5)[NH:10][C:2]4=[O:1])[CH2:12][CH2:13]3)[CH:22]=[CH:21][N:20]=2)=[O:25])[CH2:32][C:31]2[CH:35]=[N:36][NH:37][C:30]1=2, predict the reactants needed to synthesize it. The reactants are: [O:1]=[C:2]1[NH:10][C:5]2=[N:6][CH:7]=[CH:8][CH:9]=[C:4]2[N:3]1[CH:11]1[CH2:16][CH2:15][N:14]([C:17]2[CH:22]=[CH:21][N:20]=[C:19]([C:23]([OH:25])=O)[N:18]=2)[CH2:13][CH2:12]1.Cl.Cl.[CH3:28][C:29]1([CH3:38])[CH2:34][NH:33][CH2:32][C:31]2[CH:35]=[N:36][NH:37][C:30]1=2.C(N(CC)CC)C.CN(C(ON1N=NC2C=CC=CC1=2)=[N+](C)C)C.[B-](F)(F)(F)F. (2) Given the product [C:21]([C:23]1[CH:24]=[C:25]([NH:29][C:30]([N:10]2[C@H:9]([C:6]3[CH:7]=[CH:8][C:3]([C:2]([F:1])([F:19])[F:20])=[CH:4][CH:5]=3)[C:18]3[N:17]=[CH:16][CH:15]=[CH:14][C:13]=3[CH2:12][CH2:11]2)=[O:31])[CH:26]=[CH:27][CH:28]=1)#[N:22], predict the reactants needed to synthesize it. The reactants are: [F:1][C:2]([F:20])([F:19])[C:3]1[CH:8]=[CH:7][C:6]([C@@H:9]2[C:18]3[N:17]=[CH:16][CH:15]=[CH:14][C:13]=3[CH2:12][CH2:11][NH:10]2)=[CH:5][CH:4]=1.[C:21]([C:23]1[CH:24]=[C:25]([N:29]=[C:30]=[O:31])[CH:26]=[CH:27][CH:28]=1)#[N:22]. (3) Given the product [Cl:18][C:15]1[CH:16]=[CH:17][C:12]([CH2:8][CH2:7][C:6]([NH2:10])=[O:9])=[CH:13][C:14]=1[CH2:19][CH3:20], predict the reactants needed to synthesize it. The reactants are: CC([O-])=O.[Na+].[C:6]([NH2:10])(=[O:9])[CH:7]=[CH2:8].Br[C:12]1[CH:17]=[CH:16][C:15]([Cl:18])=[C:14]([CH2:19][CH3:20])[CH:13]=1.